Dataset: Full USPTO retrosynthesis dataset with 1.9M reactions from patents (1976-2016). Task: Predict the reactants needed to synthesize the given product. (1) The reactants are: [OH:1][C:2]1[C:7]2[C:8](=[O:14])[O:9][C:10]([CH3:13])([CH3:12])[O:11][C:6]=2[CH:5]=[CH:4][CH:3]=1.[CH3:15][C:16]1[CH:23]=[CH:22][C:19]([CH2:20]Br)=[CH:18][CH:17]=1. Given the product [CH3:13][C:10]1([CH3:12])[O:9][C:8](=[O:14])[C:7]2[C:2]([O:1][CH2:15][C:16]3[CH:23]=[CH:22][C:19]([CH3:20])=[CH:18][CH:17]=3)=[CH:3][CH:4]=[CH:5][C:6]=2[O:11]1, predict the reactants needed to synthesize it. (2) The reactants are: [CH3:1][C:2]1[C:7](C)=[N:6][CH:5]=[CH:4][N:3]=1.[Cl:9]N1C(=O)CCC1=O.C(OOC(=O)C1C=CC=CC=1)(=O)C1C=CC=CC=1.N1C=CN=CC=1.[C:41]([Cl:45])(Cl)(Cl)Cl. Given the product [Cl:9][CH2:1][C:2]1[C:7]([CH2:41][Cl:45])=[N:6][CH:5]=[CH:4][N:3]=1, predict the reactants needed to synthesize it. (3) Given the product [Cl:23][C:6]1[CH:5]=[CH:4][C:3]([CH2:2][NH:1][C:24](=[O:29])[C:25]([CH3:28])([CH3:27])[CH3:26])=[CH:8][C:7]=1[C:9]1[NH:10][C:11](=[O:22])[N:12]([C:14]2[CH:19]=[CH:18][C:17]([CH3:20])=[C:16]([Cl:21])[CH:15]=2)[N:13]=1, predict the reactants needed to synthesize it. The reactants are: [NH2:1][CH2:2][C:3]1[CH:4]=[CH:5][C:6]([Cl:23])=[C:7]([C:9]2[NH:10][C:11](=[O:22])[N:12]([C:14]3[CH:19]=[CH:18][C:17]([CH3:20])=[C:16]([Cl:21])[CH:15]=3)[N:13]=2)[CH:8]=1.[C:24](Cl)(=[O:29])[C:25]([CH3:28])([CH3:27])[CH3:26].CCN(C(C)C)C(C)C. (4) Given the product [P:10]([O:29][CH2:26][C:27]#[CH:28])([C:4]([C:5]([F:6])([F:7])[F:8])([F:3])[F:9])([C:11]([C:12]([F:15])([F:14])[F:13])([F:17])[F:16])=[O:25], predict the reactants needed to synthesize it. The reactants are: [F-].[K+].[F:3][C:4]([P:10](=[O:25])(C(F)(F)C(F)(F)F)[C:11]([F:17])([F:16])[C:12]([F:15])([F:14])[F:13])([F:9])[C:5]([F:8])([F:7])[F:6].[CH2:26]([OH:29])[C:27]#[CH:28].